This data is from NCI-60 drug combinations with 297,098 pairs across 59 cell lines. The task is: Regression. Given two drug SMILES strings and cell line genomic features, predict the synergy score measuring deviation from expected non-interaction effect. (1) Drug 1: CN(C)N=NC1=C(NC=N1)C(=O)N. Drug 2: CN(CC1=CN=C2C(=N1)C(=NC(=N2)N)N)C3=CC=C(C=C3)C(=O)NC(CCC(=O)O)C(=O)O. Cell line: SF-268. Synergy scores: CSS=-6.17, Synergy_ZIP=-1.73, Synergy_Bliss=0.465, Synergy_Loewe=-13.9, Synergy_HSA=-4.57. (2) Drug 1: C1CCN(CC1)CCOC2=CC=C(C=C2)C(=O)C3=C(SC4=C3C=CC(=C4)O)C5=CC=C(C=C5)O. Drug 2: CN(C)C1=NC(=NC(=N1)N(C)C)N(C)C. Cell line: A498. Synergy scores: CSS=-3.75, Synergy_ZIP=2.45, Synergy_Bliss=-3.01, Synergy_Loewe=-14.2, Synergy_HSA=-9.12.